From a dataset of Full USPTO retrosynthesis dataset with 1.9M reactions from patents (1976-2016). Predict the reactants needed to synthesize the given product. Given the product [CH2:12]([O:11][C:9]([C:7]1[CH:8]=[C:4]([CH2:1][CH2:2][CH3:3])[N:5]([CH2:33][C:30]2[CH:31]=[CH:32][C:27]([C:22]3[CH:23]=[CH:24][CH:25]=[CH:26][C:21]=3[C:19]([O:18][C:14]([CH3:16])([CH3:15])[CH3:17])=[O:20])=[CH:28][C:29]=2[F:35])[N:6]=1)=[O:10])[CH3:13], predict the reactants needed to synthesize it. The reactants are: [CH2:1]([C:4]1[CH:8]=[C:7]([C:9]([O:11][CH2:12][CH3:13])=[O:10])[NH:6][N:5]=1)[CH2:2][CH3:3].[C:14]([O:18][C:19]([C:21]1[C:22]([C:27]2[CH:32]=[CH:31][C:30]([CH2:33]Br)=[C:29]([F:35])[CH:28]=2)=[CH:23][CH:24]=[CH:25][CH:26]=1)=[O:20])([CH3:17])([CH3:16])[CH3:15].C(=O)([O-])[O-].[K+].[K+].